From a dataset of Reaction yield outcomes from USPTO patents with 853,638 reactions. Predict the reaction yield, written as a fraction of the theoretical maximum amount of product (1.0 means a 100% yield; for example, 0.34 means a 34% yield). (1) The reactants are NOS(O)(=O)=O.[C:7]1(=[O:15])[CH2:14][CH2:13][CH2:12][CH2:11][CH2:10][CH2:9][CH2:8]1.[Cl-].[NH4+:17].O. The catalyst is C(O)=O. The product is [C:7]1(=[O:15])[CH2:8][CH2:9][CH2:10][CH2:11][CH2:12][CH2:13][CH2:14][NH:17]1. The yield is 0.650. (2) The reactants are [CH3:1][C:2]1[C:7]([C:8](OC)=[O:9])=[C:6]([C:12]2[CH:17]=[CH:16][C:15]([CH3:18])=[CH:14][CH:13]=2)[N:5]2[N:19]=[C:20]([C:22]3[CH:27]=[CH:26][CH:25]=[CH:24][CH:23]=3)[CH:21]=[C:4]2[N:3]=1.CC(C[AlH]CC(C)C)C.C1COCC1. The catalyst is C(Cl)Cl. The product is [CH3:1][C:2]1[C:7]([CH2:8][OH:9])=[C:6]([C:12]2[CH:13]=[CH:14][C:15]([CH3:18])=[CH:16][CH:17]=2)[N:5]2[N:19]=[C:20]([C:22]3[CH:27]=[CH:26][CH:25]=[CH:24][CH:23]=3)[CH:21]=[C:4]2[N:3]=1. The yield is 0.467. (3) The reactants are [OH:1][C@@H:2]1[CH2:10][C@@H:5]2[O:6][C:7](=[O:9])[CH2:8][C@@H:4]2[C@H:3]1[CH2:11][CH2:12][C@@H:13]([OH:22])[CH2:14][CH2:15][C:16]1[CH:21]=[CH:20][CH:19]=[CH:18][CH:17]=1.[O:23]1[CH:28]=[CH:27][CH2:26][CH2:25][CH2:24]1.[C:29](=[O:32])(O)[O-].[Na+]. The catalyst is C1COCC1.O.C1(C)C=CC(S(O)(=O)=O)=CC=1. The product is [C:16]1([CH2:15][CH2:14][C@H:13]([O:22][CH:4]2[CH2:3][CH2:2][CH2:10][CH2:29][O:32]2)[CH2:12][CH2:11][C@@H:3]2[C@@H:4]3[C@@H:5]([O:6][C:7](=[O:9])[CH2:8]3)[CH2:10][C@H:2]2[O:1][CH:28]2[CH2:27][CH2:26][CH2:25][CH2:24][O:23]2)[CH:17]=[CH:18][CH:19]=[CH:20][CH:21]=1. The yield is 0.950. (4) The reactants are [Cl:1][C:2]1[CH:3]=[CH:4][C:5]([N+:11]([O-:13])=[O:12])=[C:6]([CH:10]=1)[C:7]([OH:9])=O.[N:14]1C=C[CH:17]=[CH:16][CH:15]=1.O=P(Cl)(Cl)[Cl:22].C(=O)(O)[O-].[Na+].[C:30](#[N:32])[CH3:31]. The catalyst is O. The product is [Cl:1][C:2]1[CH:3]=[CH:4][C:5]([N+:11]([O-:13])=[O:12])=[C:6]([CH:10]=1)[C:7]([NH:32][C:30]1[CH:31]=[CH:17][C:16]([Cl:22])=[CH:15][N:14]=1)=[O:9]. The yield is 0.860. (5) The reactants are B(Br)(Br)Br.[Cl:5][C:6]1[N:10]([CH2:11][N:12]2[CH2:16][CH:15]([CH2:17][CH2:18][CH3:19])[CH2:14][C:13]2=[O:20])[C:9]2[CH:21]=[C:22]([O:25]C)[CH:23]=[CH:24][C:8]=2[N:7]=1.C([O-])(O)=O.[Na+]. The catalyst is C(Cl)Cl. The product is [Cl:5][C:6]1[N:10]([CH2:11][N:12]2[CH2:16][CH:15]([CH2:17][CH2:18][CH3:19])[CH2:14][C:13]2=[O:20])[C:9]2[CH:21]=[C:22]([OH:25])[CH:23]=[CH:24][C:8]=2[N:7]=1. The yield is 0.350.